This data is from Reaction yield outcomes from USPTO patents with 853,638 reactions. The task is: Predict the reaction yield, written as a fraction of the theoretical maximum amount of product (1.0 means a 100% yield; for example, 0.34 means a 34% yield). (1) The reactants are [CH:1](O)=[O:2].C(OC(=O)C)(=O)C.[CH:11]1([CH2:16][C@H:17]([CH2:21][NH:22][O:23][CH2:24][C:25]2[CH:30]=[CH:29][CH:28]=[CH:27][CH:26]=2)[C:18]([OH:20])=[O:19])[CH2:15][CH2:14][CH2:13][CH2:12]1. The catalyst is C(Cl)Cl. The product is [CH:11]1([CH2:16][C@H:17]([CH2:21][N:22]([CH:1]=[O:2])[O:23][CH2:24][C:25]2[CH:30]=[CH:29][CH:28]=[CH:27][CH:26]=2)[C:18]([OH:20])=[O:19])[CH2:12][CH2:13][CH2:14][CH2:15]1. The yield is 1.00. (2) The reactants are [CH3:1][O:2][N:3]([CH3:18])[C:4]1[N:9]=[C:8]([NH:10][CH2:11][CH2:12][CH3:13])[N:7]=[C:6]([NH:14][CH2:15][C:16]#[CH:17])[N:5]=1.[C:19]([OH:29])(=[O:28])[CH:20]([C:22]1[CH:27]=[CH:26][CH:25]=[CH:24][CH:23]=1)[OH:21]. The catalyst is C(#N)C. The product is [C:19]([OH:29])(=[O:28])[CH:20]([C:22]1[CH:27]=[CH:26][CH:25]=[CH:24][CH:23]=1)[OH:21].[CH3:1][O:2][N:3]([CH3:18])[C:4]1[N:5]=[C:6]([NH:14][CH2:15][CH2:16][CH3:17])[N:7]=[C:8]([NH:10][CH2:11][C:12]#[CH:13])[N:9]=1. The yield is 0.640. (3) The reactants are [C:1](/[CH:3]=[CH:4]/[S:5]([C:8]1[CH:13]=[CH:12][C:11]([C:14]2([C:18]([OH:20])=O)[CH2:17][CH2:16][CH2:15]2)=[CH:10][CH:9]=1)(=[O:7])=[O:6])#[N:2].ON1C2C=CC=CC=2N=N1.Cl.CN(C)CCCN=C=NCC.[Cl:43][C:44]1[CH:51]=[CH:50][C:47]([CH2:48][NH2:49])=[CH:46][CH:45]=1. The catalyst is C(#N)C. The product is [Cl:43][C:44]1[CH:51]=[CH:50][C:47]([CH2:48][NH:49][C:18]([C:14]2([C:11]3[CH:10]=[CH:9][C:8]([S:5](/[CH:4]=[CH:3]/[C:1]#[N:2])(=[O:6])=[O:7])=[CH:13][CH:12]=3)[CH2:15][CH2:16][CH2:17]2)=[O:20])=[CH:46][CH:45]=1. The yield is 0.500. (4) The reactants are [CH3:1][N:2]([CH3:33])[C:3](=[O:32])[O:4][C:5]1[CH:10]=[CH:9][CH:8]=[C:7]([NH:11][C:12]([C:14]2([CH2:30][NH2:31])[CH2:19][CH2:18][N:17]([C:20]3[C:21]4[C:28]([CH3:29])=[CH:27][NH:26][C:22]=4[N:23]=[CH:24][N:25]=3)[CH2:16][CH2:15]2)=[O:13])[CH:6]=1.CO.[C:36]([OH:44])(=[O:43])[C:37]1[CH:42]=[CH:41][CH:40]=[CH:39][CH:38]=1. The catalyst is C(#N)C. The product is [C:36]([OH:44])(=[O:43])[C:37]1[CH:42]=[CH:41][CH:40]=[CH:39][CH:38]=1.[CH3:33][N:2]([CH3:1])[C:3](=[O:32])[O:4][C:5]1[CH:10]=[CH:9][CH:8]=[C:7]([NH:11][C:12]([C:14]2([CH2:30][NH2:31])[CH2:15][CH2:16][N:17]([C:20]3[C:21]4[C:28]([CH3:29])=[CH:27][NH:26][C:22]=4[N:23]=[CH:24][N:25]=3)[CH2:18][CH2:19]2)=[O:13])[CH:6]=1. The yield is 0.750.